Dataset: Retrosynthesis with 50K atom-mapped reactions and 10 reaction types from USPTO. Task: Predict the reactants needed to synthesize the given product. (1) Given the product CCOC[N+]1(C(C)C)CCCC1, predict the reactants needed to synthesize it. The reactants are: CC(C)N1CCCC1.CCOCCl. (2) Given the product CN(C[C@H](O)[C@@H](O)[C@@H](O)[C@H](O)CO)c1nccc(-c2ccc(C(=O)NCCc3ccc4[nH]cc(C#N)c4c3)cc2)n1, predict the reactants needed to synthesize it. The reactants are: CNC[C@H](O)[C@@H](O)[C@@H](O)[C@H](O)CO.N#Cc1c[nH]c2ccc(CCNC(=O)c3ccc(-c4ccnc(Cl)n4)cc3)cc12. (3) Given the product C[C@@H](CNC(=O)c1coc(C(C)(C)O)n1)n1ccc(-c2cc(F)c(C#N)c(Cl)c2)n1, predict the reactants needed to synthesize it. The reactants are: CCOC(=O)c1coc(C(C)(C)O)n1.C[C@@H](CN)n1ccc(-c2cc(F)c(C#N)c(Cl)c2)n1. (4) Given the product COCCOCOCCc1ccsc1Br, predict the reactants needed to synthesize it. The reactants are: COCCOCCl.OCCc1ccsc1Br.